This data is from Full USPTO retrosynthesis dataset with 1.9M reactions from patents (1976-2016). The task is: Predict the reactants needed to synthesize the given product. Given the product [Cl:10][C:8]1[CH:7]=[C:6]([C:11]2([C:28]([F:29])([F:31])[F:30])[CH2:15][CH2:14][N:13]([C:16]3[S:17][C:18]4[C:24]([CH2:25][OH:26])=[CH:23][CH:22]=[CH:21][C:19]=4[N:20]=3)[CH2:12]2)[CH:5]=[C:4]([Cl:3])[CH:9]=1, predict the reactants needed to synthesize it. The reactants are: [BH4-].[Na+].[Cl:3][C:4]1[CH:5]=[C:6]([C:11]2([C:28]([F:31])([F:30])[F:29])[CH2:15][CH2:14][N:13]([C:16]3[S:17][C:18]4[C:24]([C:25](Cl)=[O:26])=[CH:23][CH:22]=[CH:21][C:19]=4[N:20]=3)[CH2:12]2)[CH:7]=[C:8]([Cl:10])[CH:9]=1.O.